This data is from Full USPTO retrosynthesis dataset with 1.9M reactions from patents (1976-2016). The task is: Predict the reactants needed to synthesize the given product. (1) Given the product [Cl:1][C:2]1[N:10]2[C:6](=[N:7][C:8]3[CH:14]=[CH:13][CH:12]=[CH:11][C:9]=32)[C:5]([C:15]#[N:16])=[C:4]([CH3:17])[C:3]=1[CH2:18][C:19]1[CH:20]=[CH:21][CH:22]=[C:23]([F:26])[CH:24]=1, predict the reactants needed to synthesize it. The reactants are: [Cl:1][C:2]1[N:10]2[C:6](=[N:7][C:8]3[CH:14]=[CH:13][CH:12]=[CH:11][C:9]=32)[C:5]([C:15]#[N:16])=[C:4]([CH3:17])[C:3]=1[CH2:18][C:19]1[CH:24]=[CH:23][C:22](F)=[CH:21][CH:20]=1.[F:26]C1C=C(C=CC=1)CC1C(=O)N2C(NC3C=CC=CC=32)=C(C#N)C=1C. (2) Given the product [F:16][C:17]1[CH:22]=[CH:21][CH:20]=[C:19]([F:23])[C:18]=1[O:24][C:7]1[CH:6]=[N:5][N:4]([CH:28]([CH2:29][CH:30]([CH3:32])[CH3:31])[C:27]([OH:26])=[O:34])[C:3](=[O:15])[CH:2]=1, predict the reactants needed to synthesize it. The reactants are: Cl[C:2]1[C:3](=[O:15])[N:4](C2CCCCO2)[N:5]=[CH:6][C:7]=1Cl.[F:16][C:17]1[CH:22]=[CH:21][CH:20]=[C:19]([F:23])[C:18]=1[OH:24].C[O:26][C:27](=[O:34])[CH:28](Br)[CH2:29][CH:30]([CH3:32])[CH3:31]. (3) Given the product [CH3:15][C:10]1([C:8]2[CH:7]=[CH:6][C:3]([C:4]#[N:5])=[C:2]([NH:32][C:29]3[CH:30]=[CH:31][C:26]([O:25][CH2:24][CH2:23][O:22][CH:19]4[CH2:20][CH2:21][O:16][CH2:17][CH2:18]4)=[CH:27][CH:28]=3)[CH:9]=2)[O:14][CH2:13][CH2:12][O:11]1, predict the reactants needed to synthesize it. The reactants are: Br[C:2]1[CH:9]=[C:8]([C:10]2([CH3:15])[O:14][CH2:13][CH2:12][O:11]2)[CH:7]=[CH:6][C:3]=1[C:4]#[N:5].[O:16]1[CH2:21][CH2:20][CH:19]([O:22][CH2:23][CH2:24][O:25][C:26]2[CH:31]=[CH:30][C:29]([NH2:32])=[CH:28][CH:27]=2)[CH2:18][CH2:17]1. (4) Given the product [CH3:10][O:9][C:7](=[O:8])[C:6]1[CH:5]=[CH:4][C:3]([CH2:2][NH:1][C:34](=[O:35])[CH3:36])=[CH:12][CH:11]=1, predict the reactants needed to synthesize it. The reactants are: [NH2:1][CH2:2][C:3]1[CH:12]=[CH:11][C:6]([C:7]([O:9][CH3:10])=[O:8])=[CH:5][CH:4]=1.C(C1(N[C:34]([CH:36](NC(N2CCOCC2)=O)CC(C)(C)C)=[O:35])CC(C2C=CC=CC=2)NC(C2C=CC=CC=2)C1)#N.C(C1(NC(C(NC(N2CCOCC2)=O)CC2CCCCC2)=O)CCN(C)CC1C)#N. (5) Given the product [OH:5][C:3]([C:2]([F:7])([F:6])[F:1])=[O:4].[CH2:8]([O:10][C:11]([O:13][CH:14]([O:16][C:17](=[O:33])[CH2:18][CH:19]([CH2:24][NH2:25])[CH2:20][CH:21]([CH3:22])[CH3:23])[CH3:15])=[O:12])[CH3:9], predict the reactants needed to synthesize it. The reactants are: [F:1][C:2]([F:7])([F:6])[C:3]([OH:5])=[O:4].[CH2:8]([O:10][C:11]([O:13][CH:14]([O:16][C:17](=[O:33])[CH2:18][CH:19]([CH2:24][NH:25]C(OC(C)(C)C)=O)[CH2:20][CH:21]([CH3:23])[CH3:22])[CH3:15])=[O:12])[CH3:9]. (6) Given the product [ClH:1].[ClH:48].[Cl:1][C:2]1[CH:3]=[CH:4][C:5]([C:8]2[CH:13]=[CH:12][N:11]([C:14]3[CH:15]=[CH:16][C:17]4[C:18]5[CH2:27][NH:26][CH2:25][CH2:24][C:19]=5[N:20]([CH3:23])[C:21]=4[CH:22]=3)[C:10](=[O:35])[CH:9]=2)=[N:6][CH:7]=1, predict the reactants needed to synthesize it. The reactants are: [Cl:1][C:2]1[CH:3]=[CH:4][C:5]([C:8]2[CH:13]=[CH:12][N:11]([C:14]3[CH:15]=[CH:16][C:17]4[C:18]5[CH2:27][N:26](C(OC(C)(C)C)=O)[CH2:25][CH2:24][C:19]=5[N:20]([CH3:23])[C:21]=4[CH:22]=3)[C:10](=[O:35])[CH:9]=2)=[N:6][CH:7]=1.C1(N)C(F)=C(F)C(F)=C(N)C=1F.[ClH:48].Cl. (7) Given the product [ClH:11].[NH2:1][CH:2]([C:7]([F:10])([F:9])[F:8])[CH2:3][C:4]([O:6][CH3:12])=[O:5], predict the reactants needed to synthesize it. The reactants are: [NH2:1][CH:2]([C:7]([F:10])([F:9])[F:8])[CH2:3][C:4]([OH:6])=[O:5].[ClH:11].[CH3:12]O.